Predict the reactants needed to synthesize the given product. From a dataset of Full USPTO retrosynthesis dataset with 1.9M reactions from patents (1976-2016). (1) Given the product [F:21][C:4]1[CH:3]=[C:2]([C:27]2[CH:28]=[CH:29][CH:30]=[C:25]([O:24][C:23]([F:22])([F:34])[F:35])[CH:26]=2)[CH:7]=[CH:6][C:5]=1[C:8]([N:10]1[CH2:14][CH2:13][CH2:12][C@H:11]1[CH2:15][N:16]1[CH2:20][CH2:19][CH2:18][CH2:17]1)=[O:9], predict the reactants needed to synthesize it. The reactants are: Br[C:2]1[CH:7]=[CH:6][C:5]([C:8]([N:10]2[CH2:14][CH2:13][CH2:12][C@H:11]2[CH2:15][N:16]2[CH2:20][CH2:19][CH2:18][CH2:17]2)=[O:9])=[C:4]([F:21])[CH:3]=1.[F:22][C:23]([F:35])([F:34])[O:24][C:25]1[CH:26]=[C:27](B(O)O)[CH:28]=[CH:29][CH:30]=1. (2) Given the product [CH3:12][O:13][C:14]1[CH:36]=[CH:35][C:17]([CH2:18][NH:19][C:20]([C:22]2[C:23]([NH:29][CH2:30][C:31]([CH3:34])([CH3:33])[CH3:32])=[N:24][C:25]([C:5]#[N:4])=[N:26][CH:27]=2)=[O:21])=[CH:16][CH:15]=1, predict the reactants needed to synthesize it. The reactants are: [C-]#N.[Na+].[N:4]12CCN(CC1)C[CH2:5]2.[CH3:12][O:13][C:14]1[CH:36]=[CH:35][C:17]([CH2:18][NH:19][C:20]([C:22]2[C:23]([NH:29][CH2:30][C:31]([CH3:34])([CH3:33])[CH3:32])=[N:24][C:25](Cl)=[N:26][CH:27]=2)=[O:21])=[CH:16][CH:15]=1.